From a dataset of Forward reaction prediction with 1.9M reactions from USPTO patents (1976-2016). Predict the product of the given reaction. (1) Given the reactants [H-].[Na+].[C:3]([O:7][C:8]([N:10]1[CH2:15][CH2:14][CH:13]([CH2:16][CH2:17][OH:18])[CH2:12][CH2:11]1)=[O:9])([CH3:6])([CH3:5])[CH3:4].[Cl:19][C:20]1[CH:25]=[C:24](Cl)[N:23]=[C:22]([S:27][CH3:28])[N:21]=1, predict the reaction product. The product is: [C:3]([O:7][C:8]([N:10]1[CH2:15][CH2:14][CH:13]([CH2:16][CH2:17][O:18][C:24]2[CH:25]=[C:20]([Cl:19])[N:21]=[C:22]([S:27][CH3:28])[N:23]=2)[CH2:12][CH2:11]1)=[O:9])([CH3:6])([CH3:5])[CH3:4]. (2) Given the reactants [F:1][C:2]1[CH:3]=[C:4]([OH:9])[CH:5]=[C:6]([F:8])[CH:7]=1.Cl[C:11]1[CH:12]=[CH:13][C:14]([N+:26]([O-:28])=[O:27])=[C:15]([CH2:17][NH:18][C:19](=[O:25])[O:20][C:21]([CH3:24])([CH3:23])[CH3:22])[CH:16]=1.[H-].[Na+], predict the reaction product. The product is: [F:1][C:2]1[CH:3]=[C:4]([CH:5]=[C:6]([F:8])[CH:7]=1)[O:9][C:11]1[CH:12]=[CH:13][C:14]([N+:26]([O-:28])=[O:27])=[C:15]([CH2:17][NH:18][C:19](=[O:25])[O:20][C:21]([CH3:24])([CH3:22])[CH3:23])[CH:16]=1. (3) Given the reactants [CH3:1][C:2]1[CH:7]=[C:6]([N:8]2[CH2:12][CH2:11][CH:10]([N:13]3[CH2:17][CH2:16][CH2:15][CH:14]3[CH3:18])[CH2:9]2)[CH:5]=[CH:4][C:3]=1[NH2:19].[F:20][C:21]1[CH:22]=[C:23]2[C:28](=[CH:29][CH:30]=1)[N:27]=[C:26]([CH3:31])[C:25]([C:32](O)=[O:33])=[CH:24]2, predict the reaction product. The product is: [CH3:1][C:2]1[CH:7]=[C:6]([N:8]2[CH2:12][CH2:11][CH:10]([N:13]3[CH2:17][CH2:16][CH2:15][CH:14]3[CH3:18])[CH2:9]2)[CH:5]=[CH:4][C:3]=1[NH:19][C:32]([C:25]1[C:26]([CH3:31])=[N:27][C:28]2[C:23]([CH:24]=1)=[CH:22][C:21]([F:20])=[CH:30][CH:29]=2)=[O:33]. (4) Given the reactants [CH3:1][C:2]1[O:6][C:5]([CH:7]([NH2:14])[CH:8]2[CH2:13][CH2:12][O:11][CH2:10][CH2:9]2)=[CH:4][CH:3]=1.C([O:17][C:18]1[C:21](=[O:22])[C:20](=O)[C:19]=1[NH:24][C:25]1[C:26]([OH:36])=[C:27]([CH:33]=[CH:34][CH:35]=1)[C:28]([N:30]([CH3:32])[CH3:31])=[O:29])C, predict the reaction product. The product is: [OH:36][C:26]1[C:25]([NH:24][C:19]2[C:18](=[O:17])[C:21](=[O:22])[C:20]=2[NH:14][CH:7]([C:5]2[O:6][C:2]([CH3:1])=[CH:3][CH:4]=2)[CH:8]2[CH2:13][CH2:12][O:11][CH2:10][CH2:9]2)=[CH:35][CH:34]=[CH:33][C:27]=1[C:28]([N:30]([CH3:32])[CH3:31])=[O:29]. (5) Given the reactants [Br-].C([N+:9]1[CH:14]=[CH:13][C:12]([C:15]2[CH:16]=[C:17]3[C:21](=[CH:22][CH:23]=2)[NH:20][C:19]([C:24]([O:26][CH2:27][CH3:28])=[O:25])=[CH:18]3)=[CH:11][CH:10]=1)C1C=CC=CC=1, predict the reaction product. The product is: [CH2:27]([O:26][C:24]([C:19]1[NH:20][C:21]2[C:17]([CH:18]=1)=[CH:16][C:15]([CH:12]1[CH2:13][CH2:14][NH:9][CH2:10][CH2:11]1)=[CH:23][CH:22]=2)=[O:25])[CH3:28]. (6) Given the reactants CO[C:3](=[O:12])[CH2:4][C@H:5]1[CH2:9][CH2:8][C@H:7]([O:10][CH3:11])[CH2:6]1.O([Si](C)(C)C)[K].Cl.Cl.Cl.[O:22]1[C:30]2[CH:29]=[CH:28][N:27]=[C:26]([N:31]3[CH2:36][CH2:35][N:34]([CH2:37][CH2:38][C@H:39]4[CH2:44][CH2:43][C@H:42]([NH2:45])[CH2:41][CH2:40]4)[CH2:33][CH2:32]3)[C:25]=2[CH:24]=[CH:23]1.CCN(C(C)C)C(C)C.CN(C(ON1N=NC2C=CC=CC1=2)=[N+](C)C)C.[B-](F)(F)(F)F.C([O-])(O)=O.[Na+], predict the reaction product. The product is: [O:22]1[C:30]2[CH:29]=[CH:28][N:27]=[C:26]([N:31]3[CH2:36][CH2:35][N:34]([CH2:37][CH2:38][C@H:39]4[CH2:44][CH2:43][C@H:42]([NH:45][C:3](=[O:12])[CH2:4][C@H:5]5[CH2:9][CH2:8][C@H:7]([O:10][CH3:11])[CH2:6]5)[CH2:41][CH2:40]4)[CH2:33][CH2:32]3)[C:25]=2[CH:24]=[CH:23]1.